Task: Binary Classification. Given a miRNA mature sequence and a target amino acid sequence, predict their likelihood of interaction.. Dataset: Experimentally validated miRNA-target interactions with 360,000+ pairs, plus equal number of negative samples (1) The miRNA is hsa-miR-324-3p with sequence CCCACUGCCCCAGGUGCUGCUGG. The protein sequence of the target gene is MTEQMTLRGTLKGHNGWVTQIATTPQFPDMILSASRDKTIIMWKLTRDETNYGIPQRALRGHSHFVSDVVISSDGQFALSGSWDGTLRLWDLTTGTTTRRFVGHTKDVLSVAFSSDNRQIVSGSRDKTIKLWNTLGVCKYTVQDESHSEWVSCVRFSPNSSNPIIVSCGWDKLVKVWNLANCKLKTNHIGHTGYLNTVTVSPDGSLCASGGKDGQAMLWDLNEGKHLYTLDGGDIINALCFSPNRYWLCAATGPSIKIWDLEGKIIVDELKQEVISTSSKAEPPQCTSLAWSADGQTLFA.... Result: 1 (interaction). (2) The miRNA is hsa-miR-4687-3p with sequence UGGCUGUUGGAGGGGGCAGGC. The protein sequence of the target gene is MSDLRITEAFLYMDYLCFRALCCKGPPPARPEYDLVCIGLTGSGKTSLLSKLCSESPDNVVSTTGFSIKAVPFQNAILNVKELGGADNIRKYWSRYYQGSQGVIFVLDSASSEDDLEAARNELHSALQHPQLCTLPFLILANHQDKPAARSVQEIKKYFELEPLARGKRWILQPCSLDDMDALKDSFSQLINLLEEKDHEAVRM. Result: 0 (no interaction). (3) The miRNA is hsa-miR-6750-3p with sequence GAACUCACCCUCUGCUCCCAG. The protein sequence of the target gene is MASGPHSTATAAAAASSAAPSAGGSSSGTTTTTTTTTGGILIGDRLYSEVSLTIDHSLIPEERLSPTPSMQDGLDLPSETDLRILGCELIQAAGILLRLPQVAMATGQVLFHRFFYSKSFVKHSFEIVAMACINLASKIEEAPRRIRDVINVFHHLRQLRGKRTPSPLILDQNYINTKNQVIKAERRVLKELGFCVHVKHPHKIIVMYLQVLECERNQTLVQTAWNYMNDSLRTNVFVRFQPETIACACIYLAARALQIPLPTRPHWFLLFGTTEEEIQEICIETLRLYTRKKPNYELLE.... Result: 0 (no interaction).